Task: Predict the product of the given reaction.. Dataset: Forward reaction prediction with 1.9M reactions from USPTO patents (1976-2016) (1) Given the reactants Br[C:2]1[CH:3]=[C:4]([C:8]2([C:18]3[CH:19]=[N:20][C:21]([O:24][CH3:25])=[N:22][CH:23]=3)[C:16]3[C:11](=[CH:12][CH:13]=[CH:14][CH:15]=3)[C:10]([NH2:17])=[N:9]2)[CH:5]=[CH:6][CH:7]=1.[F:26][C:27]1[C:32]([O:33][CH3:34])=[CH:31][CH:30]=[CH:29][C:28]=1B(O)O, predict the reaction product. The product is: [F:26][C:27]1[C:32]([O:33][CH3:34])=[CH:31][CH:30]=[CH:29][C:28]=1[C:2]1[CH:7]=[CH:6][CH:5]=[C:4]([C:8]2([C:18]3[CH:23]=[N:22][C:21]([O:24][CH3:25])=[N:20][CH:19]=3)[C:16]3[C:11](=[CH:12][CH:13]=[CH:14][CH:15]=3)[C:10]([NH2:17])=[N:9]2)[CH:3]=1. (2) Given the reactants C([O:5][C:6](=[O:34])[CH2:7][O:8][CH2:9][CH2:10][CH2:11][CH2:12][N:13]([C:15]1[C:20]([CH3:21])=[N:19][C:18]([C:22]2[CH:27]=[CH:26][CH:25]=[CH:24][CH:23]=2)=[C:17]([C:28]2[CH:33]=[CH:32][CH:31]=[CH:30][CH:29]=2)[N:16]=1)[CH3:14])(C)(C)C.C1(C2N=C(C)C(N(CCCCOCC(O)=O)C)=NC=2C2C=CC=CC=2)C=CC=CC=1.[OH-].[Na+:66], predict the reaction product. The product is: [Na+:66].[C:22]1([C:18]2[N:19]=[C:20]([CH3:21])[C:15]([N:13]([CH2:12][CH2:11][CH2:10][CH2:9][O:8][CH2:7][C:6]([O-:34])=[O:5])[CH3:14])=[N:16][C:17]=2[C:28]2[CH:33]=[CH:32][CH:31]=[CH:30][CH:29]=2)[CH:23]=[CH:24][CH:25]=[CH:26][CH:27]=1. (3) Given the reactants CC(C[AlH]CC(C)C)C.C1(C)C=CC=CC=1.C([O:19][C:20](=O)[CH:21]=[C:22]([C:30]1[CH:35]=[CH:34][C:33]([Br:36])=[CH:32][CH:31]=1)[C:23]1[CH:28]=[CH:27][C:26]([Br:29])=[CH:25][CH:24]=1)C.Cl, predict the reaction product. The product is: [Br:29][C:26]1[CH:27]=[CH:28][C:23]([C:22]([C:30]2[CH:31]=[CH:32][C:33]([Br:36])=[CH:34][CH:35]=2)=[CH:21][CH2:20][OH:19])=[CH:24][CH:25]=1. (4) Given the reactants [F:1][C:2]1[CH:3]=[C:4](B(O)O)[CH:5]=[C:6]([F:10])[C:7]=1[CH:8]=[O:9].Cl[C:15]1[CH:20]=[CH:19][N:18]=[C:17]([NH2:21])[N:16]=1, predict the reaction product. The product is: [NH2:21][C:17]1[N:18]=[C:19]([C:4]2[CH:3]=[C:2]([F:1])[C:7]([CH:8]=[O:9])=[C:6]([F:10])[CH:5]=2)[CH:20]=[CH:15][N:16]=1. (5) Given the reactants FC1C=CC(NC(=O)NC2C=CC(C3C=C4C(=CC=3)C(=O)N([C@@H](C(C)C)C(O)=O)C4)=CC=2)=CC=1.[CH3:35][O:36][C:37]1[CH:42]=[CH:41][C:40]([NH:43][C:44](=[O:70])[NH:45][C:46]2[CH:51]=[CH:50][C:49]([C:52]3[CH:53]=[C:54]4[C:58](=[CH:59][CH:60]=3)[C:57](=[O:61])[N:56]([C@@H:62]([CH:67]([CH3:69])[CH3:68])[C:63]([O:65]C)=[O:64])[CH2:55]4)=[CH:48][CH:47]=2)=[CH:39][CH:38]=1, predict the reaction product. The product is: [CH3:35][O:36][C:37]1[CH:42]=[CH:41][C:40]([NH:43][C:44](=[O:70])[NH:45][C:46]2[CH:47]=[CH:48][C:49]([C:52]3[CH:53]=[C:54]4[C:58](=[CH:59][CH:60]=3)[C:57](=[O:61])[N:56]([C@@H:62]([CH:67]([CH3:68])[CH3:69])[C:63]([OH:65])=[O:64])[CH2:55]4)=[CH:50][CH:51]=2)=[CH:39][CH:38]=1. (6) Given the reactants C1(P(C2C=CC=CC=2)C2C=CC=CC=2)C=CC=CC=1.[CH2:20]=[CH:21][CH2:22][CH2:23][CH:24](O)[CH2:25][CH2:26][CH:27]=[CH2:28].C1(=O)[NH:34]C(=O)C2=CC=CC=C12.N(C(OCC)=O)=NC(OCC)=O.O.NN, predict the reaction product. The product is: [CH2:20]=[CH:21][CH2:22][CH2:23][CH:24]([NH2:34])[CH2:25][CH2:26][CH:27]=[CH2:28].